Dataset: Forward reaction prediction with 1.9M reactions from USPTO patents (1976-2016). Task: Predict the product of the given reaction. (1) Given the reactants [ClH:1].C(OC([NH:9][CH2:10][C@H:11]1[CH2:16][CH2:15][C@H:14]([C:17]([NH:19][C@H:20]([C:51](=[O:64])[NH:52][C:53]2[CH:58]=[CH:57][C:56]([C:59]3[NH:63][N:62]=[N:61][N:60]=3)=[CH:55][CH:54]=2)[CH2:21][C:22]2[CH:23]=[C:24]([C:28]3[C:33]([CH3:34])=[CH:32][CH:31]=[C:30]([C:35]([NH:37][CH:38]4[CH2:43][CH2:42][N:41](C(OC(C)(C)C)=O)[CH2:40][CH2:39]4)=[O:36])[CH:29]=3)[CH:25]=[CH:26][CH:27]=2)=[O:18])[CH2:13][CH2:12]1)=O)(C)(C)C.C(#N)C, predict the reaction product. The product is: [ClH:1].[NH2:9][CH2:10][C@H:11]1[CH2:12][CH2:13][C@H:14]([C:17]([NH:19][C@H:20]([C:51](=[O:64])[NH:52][C:53]2[CH:54]=[CH:55][C:56]([C:59]3[NH:63][N:62]=[N:61][N:60]=3)=[CH:57][CH:58]=2)[CH2:21][C:22]2[CH:23]=[C:24]([C:28]3[C:33]([CH3:34])=[CH:32][CH:31]=[C:30]([C:35]([NH:37][CH:38]4[CH2:39][CH2:40][NH:41][CH2:42][CH2:43]4)=[O:36])[CH:29]=3)[CH:25]=[CH:26][CH:27]=2)=[O:18])[CH2:15][CH2:16]1. (2) Given the reactants Br[C:2]1[CH:7]=[CH:6][C:5]([NH:8][S:9]([C:12]2[S:16][C:15]3[CH:17]=[CH:18][C:19]([F:21])=[CH:20][C:14]=3[C:13]=2[CH3:22])(=[O:11])=[O:10])=[C:4]([C:23]([F:26])([F:25])[F:24])[CH:3]=1.[N:27]1[CH:32]=[CH:31][CH:30]=[C:29](B(O)O)[CH:28]=1, predict the reaction product. The product is: [N:27]1[CH:32]=[CH:31][CH:30]=[C:29]([C:2]2[CH:7]=[CH:6][C:5]([NH:8][S:9]([C:12]3[S:16][C:15]4[CH:17]=[CH:18][C:19]([F:21])=[CH:20][C:14]=4[C:13]=3[CH3:22])(=[O:10])=[O:11])=[C:4]([C:23]([F:26])([F:24])[F:25])[CH:3]=2)[CH:28]=1. (3) Given the reactants I[C:2]1[N:7]=[C:6]([O:8][C@@H:9]2[CH2:13][CH2:12][O:11][CH2:10]2)[C:5]([O:14][CH3:15])=[CH:4][CH:3]=1.[Cl:16][C:17]1[CH:18]=[C:19]([NH:23][CH2:24][C:25]2[CH:26]=[N:27][CH:28]=[CH:29][CH:30]=2)[CH:20]=[CH:21][CH:22]=1.CC([O-])(C)C.[Na+].P(C(C)(C)C)(C(C)(C)C)C(C)(C)C.[H+].[B-](F)(F)(F)F, predict the reaction product. The product is: [Cl:16][C:17]1[CH:18]=[C:19]([N:23]([CH2:24][C:25]2[CH:26]=[N:27][CH:28]=[CH:29][CH:30]=2)[C:2]2[CH:3]=[CH:4][C:5]([O:14][CH3:15])=[C:6]([O:8][C@@H:9]3[CH2:13][CH2:12][O:11][CH2:10]3)[N:7]=2)[CH:20]=[CH:21][CH:22]=1. (4) Given the reactants CN(C(ON1N=NC2C=CC=NC1=2)=[N+](C)C)C.F[P-](F)(F)(F)(F)F.[NH2:25][C:26]1[N:34]=[CH:33][C:32]([Br:35])=[CH:31][C:27]=1[C:28]([OH:30])=O.[C:36]([NH:39][NH2:40])(=[O:38])[CH3:37].CCN(C(C)C)C(C)C, predict the reaction product. The product is: [C:36]([NH:39][NH:40][C:28](=[O:30])[C:27]1[CH:31]=[C:32]([Br:35])[CH:33]=[N:34][C:26]=1[NH2:25])(=[O:38])[CH3:37]. (5) Given the reactants C([NH:4][C:5]1[C:10]([C:11]([NH:13][C:14]2([C:23]([OH:25])=[O:24])[CH2:22][C:21]3[C:16](=[CH:17][CH:18]=[CH:19][CH:20]=3)[CH2:15]2)=[O:12])=[C:9]([CH:26]=[C:27]([CH3:29])[CH3:28])[C:8]([CH3:30])=[CH:7][CH:6]=1)(=O)C.C([O-])([O-])=O.[K+].[K+].[CH3:37][CH2:38]O, predict the reaction product. The product is: [CH2:37]([O:25][C:23]([C:14]1([NH:13][C:11](=[O:12])[C:10]2[C:5]([NH2:4])=[CH:6][CH:7]=[C:8]([CH3:30])[C:9]=2[CH:26]=[C:27]([CH3:28])[CH3:29])[CH2:15][C:16]2[C:21](=[CH:20][CH:19]=[CH:18][CH:17]=2)[CH2:22]1)=[O:24])[CH3:38]. (6) Given the reactants [Br:1][C:2]1[CH:7]=[CH:6][C:5]([N:8]2[C:12]3[N:13]=[CH:14][NH:15][C:16](=O)[C:11]=3[CH:10]=[N:9]2)=[CH:4][CH:3]=1.O=P(Cl)(Cl)[Cl:20], predict the reaction product. The product is: [Br:1][C:2]1[CH:7]=[CH:6][C:5]([N:8]2[C:12]3=[N:13][CH:14]=[N:15][C:16]([Cl:20])=[C:11]3[CH:10]=[N:9]2)=[CH:4][CH:3]=1. (7) Given the reactants [Br:1][C:2]1[CH:11]=[C:10]2[C:5]([CH2:6][CH2:7][NH:8][CH2:9]2)=[CH:4][CH:3]=1.[CH3:12][C:13]([O:16][C:17](O[C:17]([O:16][C:13]([CH3:15])([CH3:14])[CH3:12])=[O:18])=[O:18])([CH3:15])[CH3:14], predict the reaction product. The product is: [C:13]([O:16][C:17]([N:8]1[CH2:7][CH2:6][C:5]2[C:10](=[CH:11][C:2]([Br:1])=[CH:3][CH:4]=2)[CH2:9]1)=[O:18])([CH3:15])([CH3:14])[CH3:12].